This data is from hERG Central: cardiac toxicity at 1µM, 10µM, and general inhibition. The task is: Predict hERG channel inhibition at various concentrations. (1) The molecule is CN(C)c1cc(-c2ccc(C#N)cc2)oc(=O)c1Cl. Results: hERG_inhib (hERG inhibition (general)): blocker. (2) The compound is C/C(=C\c1ccccc1)C(=O)N1CCN(Cc2ccc3c(c2)OCO3)CC1. Results: hERG_inhib (hERG inhibition (general)): blocker. (3) The molecule is CC(Sc1ccc(S(=O)(=O)N2CCOCC2)cn1)C(=O)Nc1ccc(Cl)cc1Cl. Results: hERG_inhib (hERG inhibition (general)): blocker. (4) The molecule is O=C(NCCCN1CCCC1)c1ccc2c(Cl)c3c(nc2c1)CCCC3. Results: hERG_inhib (hERG inhibition (general)): blocker. (5) The drug is CC(C)/C=C/CN1CCN(CCCc2ccccc2)C(CCO)C1. Results: hERG_inhib (hERG inhibition (general)): blocker. (6) The molecule is O=C(CSc1nc2c(c(=O)n1-c1ccc(Br)cc1)SCC2)NCC1CCCO1. Results: hERG_inhib (hERG inhibition (general)): blocker. (7) The molecule is CCCn1c(=N)n(CC(O)COc2cccc(C)c2)c2ccccc21.Cl. Results: hERG_inhib (hERG inhibition (general)): blocker.